Dataset: M1 muscarinic receptor agonist screen with 61,833 compounds. Task: Binary Classification. Given a drug SMILES string, predict its activity (active/inactive) in a high-throughput screening assay against a specified biological target. (1) The compound is o1c2CC(CC(=O)c2c(c1C(=O)Nc1nc(ccc1)C)C)(C)C. The result is 0 (inactive). (2) The compound is Clc1ccc(c2nc3n(CCC3)c2)cc1. The result is 0 (inactive). (3) The molecule is S(=O)(=O)(N1CCc2c1cccc2)c1[nH]cnc1. The result is 0 (inactive). (4) The molecule is S1(=O)(=O)CC(N(Cc2occc2)C(=O)c2c(OC)cccc2)CC1. The result is 0 (inactive). (5) The compound is S(c1n(c2cc(c(cc2)C)C)c(nn1)c1ncccc1)CC(=O)Nc1scc(n1)C. The result is 0 (inactive).